This data is from Full USPTO retrosynthesis dataset with 1.9M reactions from patents (1976-2016). The task is: Predict the reactants needed to synthesize the given product. (1) Given the product [N:6]1[CH:7]=[CH:8][CH:9]=[CH:10][C:5]=1[NH:4][CH2:3][CH2:2][NH:1][CH:12]1[CH2:17][CH2:16][CH:15]([CH2:18][C:19]([O:21][CH2:22][CH3:23])=[O:20])[CH2:14][CH2:13]1, predict the reactants needed to synthesize it. The reactants are: [NH2:1][CH2:2][CH2:3][NH:4][C:5]1[CH:10]=[CH:9][CH:8]=[CH:7][N:6]=1.O=[C:12]1[CH2:17][CH2:16][CH:15]([CH2:18][C:19]([O:21][CH2:22][CH3:23])=[O:20])[CH2:14][CH2:13]1.[BH4-].[Na+]. (2) The reactants are: [CH3:1][O:2][C:3]1[CH:8]=[CH:7][N:6]=[CH:5][C:4]=1[N+:9]([O-])=O. Given the product [CH3:1][O:2][C:3]1[CH:8]=[CH:7][N:6]=[CH:5][C:4]=1[NH2:9], predict the reactants needed to synthesize it. (3) The reactants are: [CH3:1][O:2][C:3](=[O:28])[CH2:4][C@H:5]1[CH2:10][CH2:9][CH2:8][N:7](C(OC(C)(C)C)=O)[C@@H:6]1[C:18]1[CH:23]=[CH:22][C:21]([C:24]([F:27])([F:26])[F:25])=[CH:20][CH:19]=1.C(O)(C(F)(F)F)=O. Given the product [F:26][C:24]([F:25])([F:27])[C:21]1[CH:20]=[CH:19][C:18]([C@@H:6]2[C@@H:5]([CH2:4][C:3]([O:2][CH3:1])=[O:28])[CH2:10][CH2:9][CH2:8][NH:7]2)=[CH:23][CH:22]=1, predict the reactants needed to synthesize it.